From a dataset of Reaction yield outcomes from USPTO patents with 853,638 reactions. Predict the reaction yield, written as a fraction of the theoretical maximum amount of product (1.0 means a 100% yield; for example, 0.34 means a 34% yield). (1) The reactants are [CH2:1]([O:8][C:9]1[CH:10]=[C:11]([Br:19])[C:12]2[S:16][C:15]([NH2:17])=[N:14][C:13]=2[CH:18]=1)[C:2]1[CH:7]=[CH:6][CH:5]=[CH:4][CH:3]=1.[CH2:20]([N:22]=[C:23]=[O:24])[CH3:21]. The catalyst is O1CCOCC1. The product is [CH2:1]([O:8][C:9]1[CH:10]=[C:11]([Br:19])[C:12]2[S:16][C:15]([NH:17][C:23]([NH:22][CH2:20][CH3:21])=[O:24])=[N:14][C:13]=2[CH:18]=1)[C:2]1[CH:3]=[CH:4][CH:5]=[CH:6][CH:7]=1. The yield is 0.750. (2) The reactants are Cl[CH2:2][CH2:3][CH2:4][SiH2:5][CH:6]=[C:7]([CH3:9])[CH3:8].[C:10]([O-:13])(=[O:12])[CH3:11].[Na+]. The catalyst is CN(C=O)C. The product is [C:10]([O:13][CH2:2][CH2:3][CH2:4][SiH2:5][CH:6]=[C:7]([CH3:9])[CH3:8])(=[O:12])[CH3:11]. The yield is 0.750. (3) The yield is 0.430. The reactants are [F:1][C:2]1[CH:22]=[CH:21][C:5]([CH2:6][NH:7][C:8]([C:10]2[S:14][C:13]([C:15]3[NH:16][N:17]=[CH:18][CH:19]=3)=[N:12][C:11]=2[CH3:20])=[O:9])=[CH:4][CH:3]=1.Br[CH2:24][CH2:25][O:26][C:27]1[CH:32]=[CH:31][CH:30]=[CH:29][CH:28]=1.C(=O)([O-])[O-].[K+].[K+]. The product is [F:1][C:2]1[CH:22]=[CH:21][C:5]([CH2:6][NH:7][C:8]([C:10]2[S:14][C:13]([C:15]3[CH:19]=[CH:18][N:17]([CH2:24][CH2:25][O:26][C:27]4[CH:32]=[CH:31][CH:30]=[CH:29][CH:28]=4)[N:16]=3)=[N:12][C:11]=2[CH3:20])=[O:9])=[CH:4][CH:3]=1. The catalyst is CS(C)=O.C(OCC)(=O)C. (4) The catalyst is C(Cl)Cl. The product is [N+:14]([C:11]1[CH:10]=[CH:9][C:8]([S:6]([CH3:5])(=[NH:1])=[O:7])=[CH:13][CH:12]=1)([O-:16])=[O:15]. The yield is 0.630. The reactants are [N-:1]=[N+]=[N-].[Na+].[CH3:5][S:6]([C:8]1[CH:13]=[CH:12][C:11]([N+:14]([O-:16])=[O:15])=[CH:10][CH:9]=1)=[O:7].S(=O)(=O)(O)O.O. (5) The reactants are [Cl:1][C:2]1[CH:3]=[CH:4][C:5]([CH2:8][O:9][C:10]2[CH:15]=[CH:14][N:13]([C:16]3[CH:17]=[CH:18][C:19]4[C:20]5[CH2:29][N:28](C(OC(C)(C)C)=O)[CH2:27][CH2:26][C:21]=5[N:22]([CH3:25])[C:23]=4[CH:24]=3)[C:12](=[O:37])[CH:11]=2)=[N:6][CH:7]=1.C1(N)C(F)=C(F)C(F)=C(N)C=1F.[ClH:50].Cl. No catalyst specified. The product is [ClH:1].[ClH:50].[Cl:1][C:2]1[CH:3]=[CH:4][C:5]([CH2:8][O:9][C:10]2[CH:15]=[CH:14][N:13]([C:16]3[CH:17]=[CH:18][C:19]4[C:20]5[CH2:29][NH:28][CH2:27][CH2:26][C:21]=5[N:22]([CH3:25])[C:23]=4[CH:24]=3)[C:12](=[O:37])[CH:11]=2)=[N:6][CH:7]=1. The yield is 0.970.